Dataset: Reaction yield outcomes from USPTO patents with 853,638 reactions. Task: Predict the reaction yield, written as a fraction of the theoretical maximum amount of product (1.0 means a 100% yield; for example, 0.34 means a 34% yield). (1) The reactants are [C:1]([N:4]1[CH2:9][CH2:8][NH:7][CH2:6][CH2:5]1)(=[O:3])[CH3:2].[Cl:10][C:11]1[CH:12]=[N:13][CH:14]=[C:15]([Cl:18])[C:16]=1Cl.C(N(CC)CC)C. The catalyst is CN1C(=O)CCC1. The product is [Cl:10][C:11]1[CH:12]=[N:13][CH:14]=[C:15]([Cl:18])[C:16]=1[N:7]1[CH2:8][CH2:9][N:4]([C:1](=[O:3])[CH3:2])[CH2:5][CH2:6]1. The yield is 0.240. (2) The reactants are [Cl:1][C:2]1[C:6]2=[N:7][CH:8]=[C:9]([C:11]([O:13]C)=[O:12])[CH:10]=[C:5]2[NH:4][CH:3]=1.Cl. The catalyst is O1CCOCC1. The product is [Cl:1][C:2]1[C:6]2=[N:7][CH:8]=[C:9]([C:11]([OH:13])=[O:12])[CH:10]=[C:5]2[NH:4][CH:3]=1. The yield is 1.00. (3) The reactants are [CH3:1][C:2]1[CH:3]=[CH:4][C:5]([NH2:8])=[N:6][CH:7]=1.[Cl-].C[Al+]C.[CH3:13][O:14][C:15]1[CH:58]=[C:57]([O:59][CH3:60])[CH:56]=[CH:55][C:16]=1[CH2:17][N:18]([CH2:44][C:45]1[CH:50]=[CH:49][C:48]([O:51][CH3:52])=[CH:47][C:46]=1[O:53][CH3:54])[C:19]([C:21]1[N:22]=[CH:23][C:24]([O:27][C:28]2[C:29]3[C:33]([CH:34]=[C:35]([C:37](OCC)=[O:38])[CH:36]=2)=[N:32][N:31]([CH2:42][CH3:43])[CH:30]=3)=[N:25][CH:26]=1)=[O:20].[Cl-].[NH4+]. The catalyst is COCCOC.CO. The product is [CH3:54][O:53][C:46]1[CH:47]=[C:48]([O:51][CH3:52])[CH:49]=[CH:50][C:45]=1[CH2:44][N:18]([CH2:17][C:16]1[CH:55]=[CH:56][C:57]([O:59][CH3:60])=[CH:58][C:15]=1[O:14][CH3:13])[C:19]([C:21]1[N:22]=[CH:23][C:24]([O:27][C:28]2[C:29]3[C:33]([CH:34]=[C:35]([C:37]([NH:8][C:5]4[CH:4]=[CH:3][C:2]([CH3:1])=[CH:7][N:6]=4)=[O:38])[CH:36]=2)=[N:32][N:31]([CH2:42][CH3:43])[CH:30]=3)=[N:25][CH:26]=1)=[O:20]. The yield is 0.390. (4) The product is [CH3:18][O:19][C:20]([C:22]1[S:26][C:25]2[C:27]([NH:31][C:6]([C:5]3[CH:4]=[N:3][C:2]([Cl:1])=[CH:10][CH:9]=3)=[O:8])=[CH:28][CH:29]=[CH:30][C:24]=2[CH:23]=1)=[O:21]. The catalyst is C(Cl)Cl.CN(C)C1C=CN=CC=1.CCOC(C)=O. The yield is 0.680. The reactants are [Cl:1][C:2]1[CH:10]=[CH:9][C:5]([C:6]([OH:8])=O)=[CH:4][N:3]=1.C(N(CC)CC)C.[CH3:18][O:19][C:20]([C:22]1[S:26][C:25]2[C:27]([NH2:31])=[CH:28][CH:29]=[CH:30][C:24]=2[CH:23]=1)=[O:21]. (5) The reactants are [CH3:1][O:2][C:3]([NH:5][C@@H:6]([CH3:19])[C:7]([C:9]1[CH:14]=[C:13]([O:15][CH3:16])[CH:12]=[CH:11][C:10]=1[O:17][CH3:18])=[O:8])=[O:4].C[SiH](C)C1C=CC=CC=1.C(O)(C(F)(F)F)=O. The catalyst is C(Cl)Cl. The product is [CH3:1][O:2][C:3]([NH:5][C@@H:6]([CH3:19])[C@@H:7]([C:9]1[CH:14]=[C:13]([O:15][CH3:16])[CH:12]=[CH:11][C:10]=1[O:17][CH3:18])[OH:8])=[O:4]. The yield is 0.750. (6) The reactants are [Cl:1][C:2]1[CH:3]=[C:4]([CH:14]=[C:15]([Cl:17])[CH:16]=1)[CH2:5][N:6]1[CH:10]=[CH:9][N:8]=[C:7]1[N+:11]([O-])=O. The yield is 0.900. The catalyst is C(O)C.C(O)(=O)C.[Fe].CCOC(C)=O. The product is [Cl:17][C:15]1[CH:14]=[C:4]([CH:3]=[C:2]([Cl:1])[CH:16]=1)[CH2:5][N:6]1[CH:10]=[CH:9][N:8]=[C:7]1[NH2:11]. (7) The reactants are [C:1]([O:5][C:6](=[O:22])[NH:7][C@H:8]([C:19](=[S:21])[NH2:20])[CH2:9][C:10]1[CH:15]=[CH:14][C:13]([N+:16]([O-:18])=[O:17])=[CH:12][CH:11]=1)([CH3:4])([CH3:3])[CH3:2].Br[CH2:24][C:25]([C:27]1[CH:32]=[CH:31][CH:30]=[CH:29][CH:28]=1)=O.N1C=CC=CC=1.CC(OC(OC(OC(C)(C)C)=O)=O)(C)C. The catalyst is CC#N.C(OCC)C. The product is [C:1]([O:5][C:6](=[O:22])[NH:7][C@H:8]([C:19]1[S:21][CH:24]=[C:25]([C:27]2[CH:32]=[CH:31][CH:30]=[CH:29][CH:28]=2)[N:20]=1)[CH2:9][C:10]1[CH:15]=[CH:14][C:13]([N+:16]([O-:18])=[O:17])=[CH:12][CH:11]=1)([CH3:4])([CH3:2])[CH3:3]. The yield is 0.390. (8) The reactants are [O:1]1[C:6]2[CH:7]=[CH:8][CH:9]=[CH:10][C:5]=2[O:4][CH2:3][CH:2]1[C:11](O)=O.CN(C(ON1N=NC2C=CC=NC1=2)=[N+](C)C)C.F[P-](F)(F)(F)(F)F.CCN(CC)CC.[Br:45][C:46]1[CH:47]=[C:48]([NH2:53])[C:49]([NH2:52])=[N:50][CH:51]=1.CC1C=CC(S(O)(=O)=O)=CC=1. The catalyst is CN(C=O)C. The product is [Br:45][C:46]1[CH:47]=[C:48]2[NH:53][C:11]([CH:2]3[O:1][C:6]4[CH:7]=[CH:8][CH:9]=[CH:10][C:5]=4[O:4][CH2:3]3)=[N:52][C:49]2=[N:50][CH:51]=1. The yield is 0.550.